Dataset: Full USPTO retrosynthesis dataset with 1.9M reactions from patents (1976-2016). Task: Predict the reactants needed to synthesize the given product. (1) The reactants are: [NH2:1][C:2]1[CH:7]=[CH:6][CH:5]=[CH:4][N:3]=1.Br[CH2:9][C:10](=O)[CH2:11][CH3:12].C(OC(N1CCC(CC(Br)=O)CC1)=O)(C)(C)C. Given the product [CH2:11]([C:10]1[N:1]=[C:2]2[CH:7]=[CH:6][CH:5]=[CH:4][N:3]2[CH:9]=1)[CH3:12], predict the reactants needed to synthesize it. (2) The reactants are: OC(C(F)(F)F)=O.[NH:8]1[CH:12]=[CH:11][CH:10]=[C:9]1[C:13]1[CH:18]=[C:17]([C:19]2[CH:25]=[CH:24][C:22]([NH2:23])=[CH:21][CH:20]=2)[CH:16]=[CH:15][N:14]=1.[F:26][C:27]1[CH:32]=[CH:31][C:30]([CH3:33])=[CH:29][C:28]=1[N:34]=[C:35]=[O:36].C(N(CC)C(C)C)(C)C. Given the product [F:26][C:27]1[CH:32]=[CH:31][C:30]([CH3:33])=[CH:29][C:28]=1[NH:34][C:35]([NH:23][C:22]1[CH:24]=[CH:25][C:19]([C:17]2[CH:16]=[CH:15][N:14]=[C:13]([C:9]3[NH:8][CH:12]=[CH:11][CH:10]=3)[CH:18]=2)=[CH:20][CH:21]=1)=[O:36], predict the reactants needed to synthesize it. (3) Given the product [CH2:19]([O:26][C:27]1[CH:32]=[CH:31][C:30]([N:33]2[C:34]3=[N:35][CH:36]=[C:37]([Br:41])[CH:38]=[C:39]3[N:40]=[CH:1]2)=[CH:29][CH:28]=1)[C:20]1[CH:21]=[CH:22][CH:23]=[CH:24][CH:25]=1, predict the reactants needed to synthesize it. The reactants are: [CH:1](OC)(OC)OC.C1(C)C=CC(S(O)(=O)=O)=CC=1.[CH2:19]([O:26][C:27]1[CH:32]=[CH:31][C:30]([NH:33][C:34]2[C:39]([NH2:40])=[CH:38][C:37]([Br:41])=[CH:36][N:35]=2)=[CH:29][CH:28]=1)[C:20]1[CH:25]=[CH:24][CH:23]=[CH:22][CH:21]=1. (4) Given the product [C:53]([O:56][C@@H:57]1[C@@H:62]([O:63][C:64](=[O:66])[CH3:65])[C@H:61]([O:67][C:68](=[O:70])[CH3:69])[C@@H:60]([CH2:71][O:72][C:73](=[O:75])[CH3:74])[O:59][C@H:58]1[C:76]1[CH:77]=[C:78]([C:19]2[CH:20]=[CH:21][C:16]([C@@H:15]3[C@@H:12]([CH2:11][CH2:10][C@H:9]([O:8][Si:1]([C:4]([CH3:5])([CH3:6])[CH3:7])([CH3:3])[CH3:2])[C:46]4[CH:51]=[CH:50][C:49]([F:52])=[CH:48][CH:47]=4)[C:13](=[O:45])[N:14]3[C:39]3[CH:44]=[CH:43][CH:42]=[CH:41][CH:40]=3)=[C:17]([O:31][Si:32]([C:35]([CH3:38])([CH3:37])[CH3:36])([CH3:33])[CH3:34])[CH:18]=2)[CH:79]=[CH:80][CH:81]=1)(=[O:55])[CH3:54], predict the reactants needed to synthesize it. The reactants are: [Si:1]([O:8][C@H:9]([C:46]1[CH:51]=[CH:50][C:49]([F:52])=[CH:48][CH:47]=1)[CH2:10][CH2:11][C@@H:12]1[C@@H:15]([C:16]2[CH:21]=[CH:20][C:19](B3OC(C)(C)C(C)(C)O3)=[CH:18][C:17]=2[O:31][Si:32]([C:35]([CH3:38])([CH3:37])[CH3:36])([CH3:34])[CH3:33])[N:14]([C:39]2[CH:44]=[CH:43][CH:42]=[CH:41][CH:40]=2)[C:13]1=[O:45])([C:4]([CH3:7])([CH3:6])[CH3:5])([CH3:3])[CH3:2].[C:53]([O:56][C@@H:57]1[C@@H:62]([O:63][C:64](=[O:66])[CH3:65])[C@H:61]([O:67][C:68](=[O:70])[CH3:69])[C@@H:60]([CH2:71][O:72][C:73](=[O:75])[CH3:74])[O:59][C@H:58]1[C:76]1[CH:81]=[CH:80][CH:79]=[C:78](Br)[CH:77]=1)(=[O:55])[CH3:54].C(=O)([O-])[O-].[K+].[K+]. (5) Given the product [C:16]1([C:22]2[N:23]=[C:24]([N:27]3[CH2:32][CH2:31][N:30]([C:8]([NH:7][C:2]4[CH:3]=[N:4][CH:5]=[CH:6][N:1]=4)=[O:15])[CH2:29][CH2:28]3)[S:25][CH:26]=2)[CH:17]=[CH:18][CH:19]=[CH:20][CH:21]=1, predict the reactants needed to synthesize it. The reactants are: [N:1]1[CH:6]=[CH:5][N:4]=[CH:3][C:2]=1[NH:7][C:8](=[O:15])OCC(Cl)(Cl)Cl.[C:16]1([C:22]2[N:23]=[C:24]([N:27]3[CH2:32][CH2:31][NH:30][CH2:29][CH2:28]3)[S:25][CH:26]=2)[CH:21]=[CH:20][CH:19]=[CH:18][CH:17]=1.C(N(C(C)C)CC)(C)C.CS(C)=O. (6) Given the product [Br:1][C:2]1[C:7]([O:8][CH3:9])=[CH:6][C:5]([C:10]2[O:11][C:12]([C:28](=[O:44])[CH:29]([O:42][CH3:43])[C:30]3[CH:31]=[CH:32][C:33]([N:36]4[CH2:37][CH2:38][O:39][CH2:40][CH2:41]4)=[CH:34][CH:35]=3)=[CH:13][CH:14]=2)=[CH:4][C:3]=1[O:15][CH3:16], predict the reactants needed to synthesize it. The reactants are: [Br:1][C:2]1[C:7]([O:8][CH3:9])=[CH:6][C:5]([C:10]2[O:11][CH:12]=[CH:13][CH:14]=2)=[CH:4][C:3]=1[O:15][CH3:16].C([N-]C(C)C)(C)C.[Li+].CON(C)[C:28](=[O:44])[CH:29]([O:42][CH3:43])[C:30]1[CH:35]=[CH:34][C:33]([N:36]2[CH2:41][CH2:40][O:39][CH2:38][CH2:37]2)=[CH:32][CH:31]=1. (7) Given the product [Br:8][C:4]1[N:3]=[C:2]([CH:21]([C:19]2[CH:18]=[CH:17][CH:16]=[C:15]([Br:14])[N:20]=2)[OH:22])[CH:7]=[CH:6][CH:5]=1, predict the reactants needed to synthesize it. The reactants are: Br[C:2]1[CH:7]=[CH:6][CH:5]=[C:4]([Br:8])[N:3]=1.[Li]CCCC.[Br:14][C:15]1[N:20]=[C:19]([CH:21]=[O:22])[CH:18]=[CH:17][CH:16]=1. (8) The reactants are: [N:1]1(C(OC(C)(C)C)=O)[C:5](=[O:6])[CH2:4][CH2:3][C@H:2]1[C:7]([NH:9][C@H:10]([C:15]([O:17]C(C)(C)C)=[O:16])[CH2:11][CH:12]([CH3:14])[CH3:13])=[O:8].FC(F)(F)C(O)=O. Given the product [NH:1]1[C:5](=[O:6])[CH2:4][CH2:3][C@H:2]1[C:7]([NH:9][C@H:10]([C:15]([OH:17])=[O:16])[CH2:11][CH:12]([CH3:14])[CH3:13])=[O:8], predict the reactants needed to synthesize it. (9) Given the product [O:11]=[C:4]1[C:5]2[C:10](=[CH:9][CH:8]=[CH:7][CH:6]=2)[N:1]([CH2:19][CH2:20][N:21]2[CH2:26][CH2:25][CH:24]([NH:27][C:28](=[O:29])[O:30][C:31]([CH3:34])([CH3:33])[CH3:32])[CH2:23][CH2:22]2)[CH:2]=[CH:3]1, predict the reactants needed to synthesize it. The reactants are: [NH:1]1[C:10]2[C:5](=[CH:6][CH:7]=[CH:8][CH:9]=2)[C:4](=[O:11])[CH:3]=[CH:2]1.[H-].[Na+].CS(O[CH2:19][CH2:20][N:21]1[CH2:26][CH2:25][CH:24]([NH:27][C:28]([O:30][C:31]([CH3:34])([CH3:33])[CH3:32])=[O:29])[CH2:23][CH2:22]1)(=O)=O.FC1C=C2C(N=CC(=O)N2CCN2CCC(NC(=O)OC(C)(C)C)CC2)=CC=1.